Dataset: hERG potassium channel inhibition data for cardiac toxicity prediction from Karim et al.. Task: Regression/Classification. Given a drug SMILES string, predict its toxicity properties. Task type varies by dataset: regression for continuous values (e.g., LD50, hERG inhibition percentage) or binary classification for toxic/non-toxic outcomes (e.g., AMES mutagenicity, cardiotoxicity, hepatotoxicity). Dataset: herg_karim. (1) The molecule is O=C1CCc2ccncc2N1CCCN1CCC(n2c(=O)[nH]c3ccccc32)CC1. The result is 0 (non-blocker). (2) The molecule is CCOC(=O)N1CCN(Cc2nnc(-c3cc(Cl)ccc3F)o2)CC1. The result is 0 (non-blocker).